Dataset: Blood-brain barrier penetration binary classification data from Martins et al.. Task: Regression/Classification. Given a drug SMILES string, predict its absorption, distribution, metabolism, or excretion properties. Task type varies by dataset: regression for continuous measurements (e.g., permeability, clearance, half-life) or binary classification for categorical outcomes (e.g., BBB penetration, CYP inhibition). Dataset: bbb_martins. (1) The molecule is CN1C(=O)CCS(=O)(=O)C1c1ccc(Cl)cc1. The result is 1 (penetrates BBB). (2) The compound is COc1ccc2c(c1)C(O)(CCCN(C)C)c1ccccc1S2. The result is 1 (penetrates BBB). (3) The molecule is Cc1ccnc2c1NC(=O)c1cccnc1N2C1CC1. The result is 1 (penetrates BBB). (4) The compound is CNC1C(O)C(OC2C(NC(=O)C(O)CN)CC(N)C(OC3OC(CN)C(O)C(O)C3O)C2O)OCC1(C)O. The result is 0 (does not penetrate BBB). (5) The molecule is Clc1ccccc1C(c1ccccc1)(c1ccccc1)n1ccnc1. The result is 0 (does not penetrate BBB). (6) The result is 0 (does not penetrate BBB). The molecule is CN(CCN(C)CN/C(O)=C1\C(=O)[C@@H](N(C)C)[C@@H]2C[C@H]3C(=C(O)c4c(O)cccc4[C@@]3(C)O)C(=O)[C@]2(O)C1=O)CN/C(O)=C1\C(=O)[C@@H](N(C)C)[C@@H]2C[C@H]3C(=C(O)c4c(O)cccc4[C@@]3(C)O)C(=O)[C@]2(O)C1=O.